This data is from Full USPTO retrosynthesis dataset with 1.9M reactions from patents (1976-2016). The task is: Predict the reactants needed to synthesize the given product. (1) Given the product [Cl:30][C:3]1[N:4]2[CH:9]=[C:8]([NH:10][C:11]([NH:12][C:13]3[CH:28]=[CH:27][C:16]([C:17]([NH:19][CH2:20][CH:21]4[CH2:26][CH2:25][CH2:24][CH2:23][O:22]4)=[O:18])=[CH:15][CH:14]=3)=[O:29])[CH:7]=[CH:6][C:5]2=[N:1][CH:2]=1, predict the reactants needed to synthesize it. The reactants are: [N:1]1[CH:2]=[CH:3][N:4]2[CH:9]=[C:8]([NH:10][C:11](=[O:29])[NH:12][C:13]3[CH:28]=[CH:27][C:16]([C:17]([NH:19][CH2:20][CH:21]4[CH2:26][CH2:25][CH2:24][CH2:23][O:22]4)=[O:18])=[CH:15][CH:14]=3)[CH:7]=[CH:6][C:5]=12.[Cl:30]N1C(=O)CCC1=O. (2) Given the product [OH:1][C:2]([CH3:34])([CH3:35])[CH2:3][C@@:4]1([C:28]2[CH:33]=[CH:32][CH:31]=[CH:30][CH:29]=2)[O:9][C:8](=[O:10])[N:7]([C@H:11]([C:13]2[CH:14]=[CH:15][C:16]([C:37]3[N:38]=[CH:39][C:40](=[O:44])[N:41]([CH3:43])[CH:42]=3)=[CH:17][CH:18]=2)[CH3:12])[CH2:6][CH2:5]1, predict the reactants needed to synthesize it. The reactants are: [OH:1][C:2]([CH3:35])([CH3:34])[CH2:3][C@@:4]1([C:28]2[CH:33]=[CH:32][CH:31]=[CH:30][CH:29]=2)[O:9][C:8](=[O:10])[N:7]([C@H:11]([C:13]2[CH:18]=[CH:17][C:16](B3OC(C)(C)C(C)(C)O3)=[CH:15][CH:14]=2)[CH3:12])[CH2:6][CH2:5]1.Cl[C:37]1[N:38]=[CH:39][C:40](=[O:44])[N:41]([CH3:43])[CH:42]=1.C([O-])([O-])=O.[Cs+].[Cs+]. (3) Given the product [CH:9]([O:8][C:5]1[N:4]=[CH:3][C:2]([O:12][C:13]2[CH:14]=[CH:15][C:16]([CH2:19][CH2:20][CH:21]([NH:23][C:24](=[O:26])[CH3:25])[CH3:22])=[CH:17][CH:18]=2)=[CH:7][N:6]=1)([CH3:11])[CH3:10], predict the reactants needed to synthesize it. The reactants are: Br[C:2]1[CH:3]=[N:4][C:5]([O:8][CH:9]([CH3:11])[CH3:10])=[N:6][CH:7]=1.[OH:12][C:13]1[CH:18]=[CH:17][C:16]([CH2:19][CH2:20][CH:21]([NH:23][C:24](=[O:26])[CH3:25])[CH3:22])=[CH:15][CH:14]=1.C(=O)([O-])[O-].[Cs+].[Cs+]. (4) Given the product [C:1]([C:3]1[CH:4]=[C:5]([C:13]2[S:17][N:16]=[C:15]([C:18]3[CH:26]=[CH:25][CH:24]=[C:23]4[C:19]=3[CH2:20][CH2:21][C@@H:22]4[NH:27][C:28](=[O:34])[O:29][C:30]([CH3:31])([CH3:33])[CH3:32])[N:14]=2)[CH:6]=[CH:7][C:8]=1[O:9][CH:10]([CH3:12])[CH3:11])#[N:2], predict the reactants needed to synthesize it. The reactants are: [C:1]([C:3]1[CH:4]=[C:5]([C:13]2[S:17][N:16]=[C:15]([C:18]3[CH:26]=[CH:25][CH:24]=[C:23]4[C:19]=3[CH2:20][CH2:21][C@H:22]4[NH:27][C:28](=[O:34])[O:29][C:30]([CH3:33])([CH3:32])[CH3:31])[N:14]=2)[CH:6]=[CH:7][C:8]=1[O:9][CH:10]([CH3:12])[CH3:11])#[N:2].CC1(C)C(C)(C)OB(C2C=CC=C3C=2CC[C@H]3NC(=O)OC(C)(C)C)O1. (5) Given the product [CH3:13][O:14][C:15]1[CH:20]=[C:19]([C:2]2[CH:3]=[C:4]3[C:9](=[CH:10][CH:11]=2)[N:8]=[C:7]([CH3:12])[CH:6]=[CH:5]3)[CH:18]=[N:17][CH:16]=1, predict the reactants needed to synthesize it. The reactants are: Br[C:2]1[CH:3]=[C:4]2[C:9](=[CH:10][CH:11]=1)[N:8]=[C:7]([CH3:12])[CH:6]=[CH:5]2.[CH3:13][O:14][C:15]1[CH:16]=[N:17][CH:18]=[C:19](B2OC(C)(C)C(C)(C)O2)[CH:20]=1.O1CCOCC1.[F-].[Cs+]. (6) Given the product [NH2:22][C:2]1[C:3]2[C:10]([CH3:11])=[CH:9][N:8]([C@@H:12]3[O:18][C@H:17]([CH2:19][OH:20])[C@@H:15]([OH:16])[C@@:13]3([CH3:21])[OH:14])[C:4]=2[N:5]=[CH:6][N:7]=1, predict the reactants needed to synthesize it. The reactants are: Cl[C:2]1[C:3]2[C:10]([CH3:11])=[CH:9][N:8]([C@@H:12]3[O:18][C@H:17]([CH2:19][OH:20])[C@@H:15]([OH:16])[C@@:13]3([CH3:21])[OH:14])[C:4]=2[N:5]=[CH:6][N:7]=1.[NH3:22].